From a dataset of Catalyst prediction with 721,799 reactions and 888 catalyst types from USPTO. Predict which catalyst facilitates the given reaction. (1) Reactant: OO.[F:3][C:4]([F:9])([F:8])[C:5]([O-:7])=[O:6].[K+].[F:11][C:12]([F:23])([F:22])[C:13]([O:15]C(=O)C(F)(F)F)=[O:14]. Product: [F:3][C:4]([F:9])([F:8])[C:5]([O:7][O:15][C:13](=[O:14])[C:12]([F:23])([F:22])[F:11])=[O:6]. The catalyst class is: 55. (2) Reactant: [CH2:1]([O:3][C:4]1[C:8]([CH2:9][CH2:10][CH2:11][OH:12])=[CH:7][N:6]([C:13]2[CH:18]=[CH:17][C:16]([C:19]([F:22])([F:21])[F:20])=[CH:15][N:14]=2)[N:5]=1)[CH3:2].O[C:24]1[C:29]([O:30][CH3:31])=[CH:28][CH:27]=[CH:26][C:25]=1[CH2:32][C:33]([O:35]C)=[O:34].C(P(CCCC)CCCC)CCC.N(C(N1CCCCC1)=O)=NC(N1CCCCC1)=O. Product: [CH2:1]([O:3][C:4]1[C:8]([CH2:9][CH2:10][CH2:11][O:12][C:24]2[C:29]([O:30][CH3:31])=[CH:28][CH:27]=[CH:26][C:25]=2[CH2:32][C:33]([OH:35])=[O:34])=[CH:7][N:6]([C:13]2[CH:18]=[CH:17][C:16]([C:19]([F:21])([F:20])[F:22])=[CH:15][N:14]=2)[N:5]=1)[CH3:2]. The catalyst class is: 7.